Dataset: Full USPTO retrosynthesis dataset with 1.9M reactions from patents (1976-2016). Task: Predict the reactants needed to synthesize the given product. (1) Given the product [CH2:1]([O:3][C:4]([CH:6]1[CH2:11][CH2:10][CH2:9][N:8]([CH:12]2[CH2:13][CH2:14][N:15]([CH2:18][C:19]3[C:20]([C:36]4[CH:41]=[CH:40][CH:39]=[CH:38][CH:37]=4)=[N:21][C:22]4[C:27]([C:28]=3[C:29]([OH:31])=[O:30])=[CH:26][CH:25]=[CH:24][CH:23]=4)[CH2:16][CH2:17]2)[CH2:7]1)=[O:5])[CH3:2], predict the reactants needed to synthesize it. The reactants are: [CH2:1]([O:3][C:4]([CH:6]1[CH2:11][CH2:10][CH2:9][N:8]([CH:12]2[CH2:17][CH2:16][N:15]([CH2:18][C:19]3[C:20]([C:36]4[CH:41]=[CH:40][CH:39]=[CH:38][CH:37]=4)=[N:21][C:22]4[C:27]([C:28]=3[C:29]([O:31]C(C)(C)C)=[O:30])=[CH:26][CH:25]=[CH:24][CH:23]=4)[CH2:14][CH2:13]2)[CH2:7]1)=[O:5])[CH3:2].FC(F)(F)C(O)=O. (2) Given the product [N+:4]([C:7]1[CH:16]=[C:15]2[C:10]([CH:11]([Br:17])[O:12][C:13]2=[O:14])=[CH:9][CH:8]=1)([O-:6])=[O:5], predict the reactants needed to synthesize it. The reactants are: ClCCl.[N+:4]([C:7]1[CH:16]=[C:15]2[C:10]([CH2:11][O:12][C:13]2=[O:14])=[CH:9][CH:8]=1)([O-:6])=[O:5].[Br:17]Br.OO.